From a dataset of Forward reaction prediction with 1.9M reactions from USPTO patents (1976-2016). Predict the product of the given reaction. (1) The product is: [OH:29][CH2:28][CH2:30][NH:31][C:21](=[O:22])[C:20]1[CH:19]=[CH:18][C:17]([C:13]2[N:12]=[C:11]([NH:10][C:7]3[CH:8]=[CH:9][C:4]([O:3][C:2]([F:26])([F:1])[F:27])=[CH:5][CH:6]=3)[N:16]=[CH:15][N:14]=2)=[CH:25][CH:24]=1. Given the reactants [F:1][C:2]([F:27])([F:26])[O:3][C:4]1[CH:9]=[CH:8][C:7]([NH:10][C:11]2[N:16]=[CH:15][N:14]=[C:13]([C:17]3[CH:25]=[CH:24][C:20]([C:21](O)=[O:22])=[CH:19][CH:18]=3)[N:12]=2)=[CH:6][CH:5]=1.[CH2:28]([CH2:30][NH2:31])[OH:29].CN(C(ON1N=NC2C=CC=NC1=2)=[N+](C)C)C.F[P-](F)(F)(F)(F)F.CCN(C(C)C)C(C)C, predict the reaction product. (2) Given the reactants [CH3:1][O:2][C:3]1[CH:8]=[CH:7][CH:6]=[C:5]([O:9][CH3:10])[C:4]=1[CH:11]1[NH:16][C:15](=[O:17])[CH2:14][CH2:13][CH2:12]1.Br[CH2:19][C:20]1[CH:25]=[CH:24][C:23]([O:26][CH:27]([F:29])[F:28])=[CH:22][N:21]=1, predict the reaction product. The product is: [F:29][CH:27]([F:28])[O:26][C:23]1[CH:24]=[CH:25][C:20]([CH2:19][N:16]2[CH:11]([C:4]3[C:5]([O:9][CH3:10])=[CH:6][CH:7]=[CH:8][C:3]=3[O:2][CH3:1])[CH2:12][CH2:13][CH2:14][C:15]2=[O:17])=[N:21][CH:22]=1. (3) Given the reactants [CH3:1][O:2][C:3]1[CH:30]=[CH:29][CH:28]=[CH:27][C:4]=1/[CH:5]=[CH:6]/[C@@H:7]1[CH2:16][CH2:15][C:14]2[CH:13]=[C:12]([C@H:17]3[CH2:26][CH2:25][C@@:19]4([NH:23][C:22](=[O:24])[O:21][CH2:20]4)[CH2:18]3)[CH:11]=[CH:10][C:9]=2[CH2:8]1.[H][H], predict the reaction product. The product is: [CH3:1][O:2][C:3]1[CH:30]=[CH:29][CH:28]=[CH:27][C:4]=1[CH2:5][CH2:6][C@@H:7]1[CH2:16][CH2:15][C:14]2[CH:13]=[C:12]([C@H:17]3[CH2:26][CH2:25][C@@:19]4([NH:23][C:22](=[O:24])[O:21][CH2:20]4)[CH2:18]3)[CH:11]=[CH:10][C:9]=2[CH2:8]1. (4) The product is: [Cl:24][CH2:14][C:4]1[CH:5]=[CH:6][CH:7]=[C:8]([O:9][CH2:10][CH2:11][O:12][CH3:13])[C:3]=1[O:2][CH3:1]. Given the reactants [CH3:1][O:2][C:3]1[C:8]([O:9][CH2:10][CH2:11][O:12][CH3:13])=[CH:7][CH:6]=[CH:5][C:4]=1[CH2:14]O.N1C=CC=CC=1.S(Cl)([Cl:24])=O.O, predict the reaction product. (5) Given the reactants [H-].[Na+].[CH2:3](P(=O)(OCC)OCC)[P:4](=[O:11])([O:8][CH2:9][CH3:10])[O:5][CH2:6][CH3:7].O, predict the reaction product. The product is: [PH:4](=[O:11])([O:8][CH2:9][CH3:10])[O:5][CH2:6][CH3:7].[C:3].[C:3].[C:3].[C:3].[C:3].[C:3].[C:3].[C:3].[C:3].[C:3].[C:3].[C:3].[C:3].[C:3].[C:3]. (6) Given the reactants [Cl:1][C:2]1[CH:9]=[CH:8][CH:7]=[C:6]([Cl:10])[C:3]=1[CH:4]=[O:5].[CH3:11][C:12]([C:14]1[C:19]([Cl:20])=[CH:18][CH:17]=[CH:16][C:15]=1[Cl:21])=O.[OH-].[Na+], predict the reaction product. The product is: [Cl:20][C:19]1[CH:18]=[CH:17][CH:16]=[C:15]([Cl:21])[C:14]=1[CH:12]=[CH:11][C:4]([C:3]1[C:2]([Cl:1])=[CH:9][CH:8]=[CH:7][C:6]=1[Cl:10])=[O:5]. (7) Given the reactants P(O)(O)(O)=O.C(OCCO)(=O)C=C.[OH-].[Na+:15].[S:16]([O-:19])([O-:18])=[O:17].[Na+:20].[Na+].[Na][Na].[OH:24][CH:25](S([O-])=O)[C:26]([OH:28])=[O:27].SCCC(O)=O.O.O.O.O.O.O.O.S(O)(O)(=O)=O, predict the reaction product. The product is: [Na:15][Na:20].[OH:24][CH:25]([S:16]([O-:19])(=[O:18])=[O:17])[C:26]([OH:28])=[O:27].